Dataset: Forward reaction prediction with 1.9M reactions from USPTO patents (1976-2016). Task: Predict the product of the given reaction. (1) Given the reactants [NH2:1][C:2]1[CH:22]=[CH:21][C:5]([O:6][C:7]2[CH:8]=[C:9]([CH:18]=[CH:19][CH:20]=2)[CH2:10][NH:11][C:12](=[O:17])[C:13]([CH3:16])([CH3:15])[CH3:14])=[C:4]([Cl:23])[CH:3]=1.C([O:32][CH2:33][CH2:34][N:35]1[C:43]2[C:42](Cl)=[N:41][CH:40]=[N:39][C:38]=2[CH:37]=[CH:36]1)(=O)C1C=CC=CC=1.C(O)(C)C.[OH-].[Na+], predict the reaction product. The product is: [Cl:23][C:4]1[CH:3]=[C:2]([NH:1][C:42]2[C:43]3[N:35]([CH2:34][CH2:33][OH:32])[CH:36]=[CH:37][C:38]=3[N:39]=[CH:40][N:41]=2)[CH:22]=[CH:21][C:5]=1[O:6][C:7]1[CH:8]=[C:9]([CH:18]=[CH:19][CH:20]=1)[CH2:10][NH:11][C:12](=[O:17])[C:13]([CH3:16])([CH3:15])[CH3:14]. (2) Given the reactants [Br:1][C:2]1[CH:3]=[C:4]([CH2:8][OH:9])[O:5][C:6]=1[Br:7].N12CCCN=C1CCCCC2.CN(C=O)C.[C:26]1([C:32](Cl)([C:39]2[CH:44]=[CH:43][CH:42]=[CH:41][CH:40]=2)[C:33]2[CH:38]=[CH:37][CH:36]=[CH:35][CH:34]=2)[CH:31]=[CH:30][CH:29]=[CH:28][CH:27]=1, predict the reaction product. The product is: [Br:7][C:6]1[O:5][C:4]([CH2:8][O:9][C:32]([C:26]2[CH:31]=[CH:30][CH:29]=[CH:28][CH:27]=2)([C:39]2[CH:40]=[CH:41][CH:42]=[CH:43][CH:44]=2)[C:33]2[CH:34]=[CH:35][CH:36]=[CH:37][CH:38]=2)=[CH:3][C:2]=1[Br:1]. (3) Given the reactants [Cl:1][C:2]1[CH:9]=[CH:8][C:5]([CH2:6]Br)=[CH:4][C:3]=1[O:10][CH3:11].[C:12]1(=[O:22])[NH:16][C:15](=[O:17])[C:14]2=[CH:18][CH:19]=[CH:20][CH:21]=[C:13]12.[K], predict the reaction product. The product is: [Cl:1][C:2]1[CH:9]=[CH:8][C:5]([CH2:6][N:16]2[C:15](=[O:17])[C:14]3=[CH:18][CH:19]=[CH:20][CH:21]=[C:13]3[C:12]2=[O:22])=[CH:4][C:3]=1[O:10][CH3:11]. (4) Given the reactants O.Cl.[NH2:3][C@H:4]([C:7]([OH:9])=[O:8])[CH2:5][SH:6].CCO.[CH:13](=O)[C:14]1[CH:19]=[CH:18][CH:17]=[CH:16][CH:15]=1.O.CCO, predict the reaction product. The product is: [C:14]1([C@@H:13]2[NH:3][CH:4]([C:7]([OH:9])=[O:8])[CH2:5][S:6]2)[CH:19]=[CH:18][CH:17]=[CH:16][CH:15]=1. (5) Given the reactants [NH:1]([C:7]([O:9][C:10]([CH3:13])([CH3:12])[CH3:11])=[O:8])[C@@H:2]([C:4]([OH:6])=O)[CH3:3].[CH2:14]([NH:16][C:17]1[CH:22]=[C:21]([C:23]([F:26])([F:25])[F:24])[N:20]=[CH:19][C:18]=1[NH2:27])[CH3:15], predict the reaction product. The product is: [CH2:14]([NH:16][C:17]1[CH:22]=[C:21]([C:23]([F:24])([F:25])[F:26])[N:20]=[CH:19][C:18]=1[NH:27][C:4](=[O:6])[CH:2]([NH:1][C:7](=[O:8])[O:9][C:10]([CH3:13])([CH3:12])[CH3:11])[CH3:3])[CH3:15]. (6) Given the reactants [CH2:1]([O:3][C:4]([C:6]1[CH:11]=[CH:10][C:9]([C:12]([F:15])([F:14])[F:13])=[C:8]([CH3:16])[N:7]=1)=[O:5])[CH3:2].[Br:17]N1C(=O)CCC1=O, predict the reaction product. The product is: [CH2:1]([O:3][C:4]([C:6]1[CH:11]=[CH:10][C:9]([C:12]([F:15])([F:13])[F:14])=[C:8]([CH2:16][Br:17])[N:7]=1)=[O:5])[CH3:2]. (7) Given the reactants [CH:1]([C@H:4]1[NH:7][C:6](=[O:8])[C@H:5]1[O:9][Si:10]([CH2:15][CH3:16])([CH2:13][CH3:14])[CH2:11][CH3:12])([CH3:3])[CH3:2].[C:17](Cl)(=[O:24])[C:18]1[CH:23]=[CH:22][CH:21]=[CH:20][CH:19]=1.C(N(C(C)C)CC)(C)C, predict the reaction product. The product is: [C:17]([N:7]1[C@H:4]([CH:1]([CH3:2])[CH3:3])[C@H:5]([O:9][Si:10]([CH2:15][CH3:16])([CH2:13][CH3:14])[CH2:11][CH3:12])[C:6]1=[O:8])(=[O:24])[C:18]1[CH:23]=[CH:22][CH:21]=[CH:20][CH:19]=1. (8) Given the reactants C1(N)C(F)=C(F)C(F)=C(N)C=1F.[ClH:13].Cl.[NH2:15][CH:16]1[CH2:21][CH2:20][N:19]([CH2:22][CH:23]2[C:33]3=[C:34]4[C:29](=[CH:30][CH:31]=[CH:32]3)[CH:28]=[CH:27][C:26](=[O:35])[N:25]4[CH2:24]2)[CH2:18][CH2:17]1.[S:36]1[C:44]2[CH:43]=[C:42]([CH:45]=O)[N:41]=[CH:40][C:39]=2[O:38][CH2:37]1, predict the reaction product. The product is: [ClH:13].[S:36]1[C:44]2[CH:43]=[C:42]([CH2:45][NH:15][CH:16]3[CH2:21][CH2:20][N:19]([CH2:22][CH:23]4[C:33]5=[C:34]6[C:29](=[CH:30][CH:31]=[CH:32]5)[CH:28]=[CH:27][C:26](=[O:35])[N:25]6[CH2:24]4)[CH2:18][CH2:17]3)[N:41]=[CH:40][C:39]=2[O:38][CH2:37]1.